This data is from Forward reaction prediction with 1.9M reactions from USPTO patents (1976-2016). The task is: Predict the product of the given reaction. (1) Given the reactants [C:1]([O:9][CH3:10])(=[O:8])[CH2:2][CH2:3][CH2:4][CH2:5][CH2:6][CH3:7].[CH:11](=O)[C:12]1[CH:17]=[CH:16][CH:15]=[CH:14][CH:13]=1, predict the reaction product. The product is: [CH:11](=[C:2](/[CH2:3][CH2:4][CH2:5][CH2:6][CH3:7])\[C:1]([O:9][CH3:10])=[O:8])/[C:12]1[CH:17]=[CH:16][CH:15]=[CH:14][CH:13]=1. (2) Given the reactants [F:1][C:2]([F:47])([F:46])[C:3]1[CH:4]=[C:5]([N:13]([CH3:45])[C:14]([N:16]([CH3:44])[C@H:17]2[C@H:21]([C:22]3[CH:27]=[CH:26][C:25]([F:28])=[CH:24][CH:23]=3)[CH2:20][N:19]([C:29]([CH:31]3[CH2:36][CH2:35][N:34](C(OC(C)(C)C)=O)[CH2:33][CH2:32]3)=[O:30])[CH2:18]2)=[O:15])[CH:6]=[C:7]([C:9]([F:12])([F:11])[F:10])[CH:8]=1.[ClH:48].CC(O)C, predict the reaction product. The product is: [ClH:48].[F:47][C:2]([F:1])([F:46])[C:3]1[CH:4]=[C:5]([N:13]([CH3:45])[C:14]([N:16]([C@H:17]2[C@H:21]([C:22]3[CH:23]=[CH:24][C:25]([F:28])=[CH:26][CH:27]=3)[CH2:20][N:19]([C:29]([CH:31]3[CH2:36][CH2:35][NH:34][CH2:33][CH2:32]3)=[O:30])[CH2:18]2)[CH3:44])=[O:15])[CH:6]=[C:7]([C:9]([F:12])([F:10])[F:11])[CH:8]=1. (3) Given the reactants [CH3:1][C:2]1[CH:10]=[CH:9][C:8]([CH3:11])=[C:7]2[C:3]=1[CH:4]=[CH:5][CH2:6]2.[CH2:12]=O.[C:14]1([CH3:24])[CH:19]=[CH:18][C:17](S(O)(=O)=O)=[CH:16][CH:15]=1.[C:25]1([CH3:31])[CH:30]=CC=C[CH:26]=1, predict the reaction product. The product is: [CH3:24][C:14]1[CH:19]=[CH:18][C:17]([CH3:12])=[C:16]2[C:15]=1[CH:26]=[C:25]([CH2:31][C:5]1[CH2:4][C:3]3[C:7]([CH:6]=1)=[C:8]([CH3:11])[CH:9]=[CH:10][C:2]=3[CH3:1])[CH2:30]2. (4) Given the reactants [CH3:1][O:2][C:3]1[N:8]=[C:7]2[C:9]([CH3:15])([CH3:14])[C:10](=[O:13])[N:11]([CH3:12])[C:6]2=[CH:5][C:4]=1[CH:16]=C.C[OH:19], predict the reaction product. The product is: [CH3:1][O:2][C:3]1[N:8]=[C:7]2[C:9]([CH3:14])([CH3:15])[C:10](=[O:13])[N:11]([CH3:12])[C:6]2=[CH:5][C:4]=1[CH:16]=[O:19].